Dataset: Catalyst prediction with 721,799 reactions and 888 catalyst types from USPTO. Task: Predict which catalyst facilitates the given reaction. (1) The catalyst class is: 10. Reactant: [CH3:1][O:2][C:3](=[O:12])[C:4]1[CH:9]=[CH:8][C:7]([Br:10])=[C:6]([OH:11])[CH:5]=1.C(=O)([O-])[O-].[K+].[K+].I[CH2:20][CH2:21][CH2:22][O:23][CH3:24]. Product: [CH3:1][O:2][C:3](=[O:12])[C:4]1[CH:9]=[CH:8][C:7]([Br:10])=[C:6]([O:11][CH2:20][CH2:21][CH2:22][O:23][CH3:24])[CH:5]=1. (2) Reactant: [OH:1][C:2]1[CH:3]=[C:4]2[C:9](=[CH:10][CH:11]=1)[NH:8][C:7]([C:12]([OH:14])=O)=[CH:6][C:5]2=[O:15].[O:16]([CH:23]1[CH2:28][CH2:27]N(C)CC1)[C:17]1[CH:22]=[CH:21][CH:20]=[CH:19][CH:18]=1. Product: [OH:1][C:2]1[CH:3]=[C:4]2[C:9](=[CH:10][CH:11]=1)[NH:8][C:7]([C:12]([N:8]1[CH2:9][CH2:27][CH:28]([CH2:23][O:16][C:17]3[CH:18]=[CH:19][CH:20]=[CH:21][CH:22]=3)[CH2:6][CH2:7]1)=[O:14])=[CH:6][C:5]2=[O:15]. The catalyst class is: 27.